Task: Predict the reaction yield, written as a fraction of the theoretical maximum amount of product (1.0 means a 100% yield; for example, 0.34 means a 34% yield).. Dataset: Reaction yield outcomes from USPTO patents with 853,638 reactions (1) The reactants are [Cl:1][C:2]1[C:11]2[C:6](=[CH:7][CH:8]=[CH:9][CH:10]=2)[CH:5]=[C:4]([CH3:12])[C:3]=1[OH:13].[F:14][C:15]([F:28])([F:27])[S:16](O[S:16]([C:15]([F:28])([F:27])[F:14])(=[O:18])=[O:17])(=[O:18])=[O:17].N1C(C)=CC=CC=1C. The catalyst is ClCCl. The product is [F:14][C:15]([F:28])([F:27])[S:16]([O:13][C:3]1[C:4]([CH3:12])=[CH:5][C:6]2[C:11](=[CH:10][CH:9]=[CH:8][CH:7]=2)[C:2]=1[Cl:1])(=[O:18])=[O:17]. The yield is 0.970. (2) The reactants are [Cl:1][C:2]1[CH:3]=[C:4]([CH:9]=[CH:10][CH:11]=1)[C:5]([O:7]O)=[O:6].[NH:12]1[C:16]2=[N:17][CH:18]=[CH:19][CH:20]=[C:15]2[CH:14]=[CH:13]1. The catalyst is COCCOC.CCCCCCC. The product is [Cl:1][C:2]1[CH:3]=[C:4]([CH:9]=[CH:10][CH:11]=1)[C:5]([OH:7])=[O:6].[NH:12]1[C:16]2=[N+:17]([O-:6])[CH:18]=[CH:19][CH:20]=[C:15]2[CH:14]=[CH:13]1. The yield is 0.970. (3) The reactants are O[C:2]1[C:11]2[C:6](=[N:7][CH:8]=[CH:9][CH:10]=2)[N:5]([C:12]2[CH:17]=[CH:16][CH:15]=[C:14]([O:18][C:19]([F:22])([F:21])[F:20])[CH:13]=2)[C:4](=[O:23])[C:3]=1[C:24](=O)[CH2:25][C:26]1[CH:31]=[CH:30][C:29]([C:32]([F:35])([F:34])[F:33])=[CH:28][CH:27]=1.O.[NH2:38][NH2:39].C(=O)([O-])O.[Na+]. The catalyst is CN(C=O)C. The product is [F:21][C:19]([F:20])([F:22])[O:18][C:14]1[CH:13]=[C:12]([N:5]2[C:6]3[N:7]=[CH:8][CH:9]=[CH:10][C:11]=3[C:2]3[NH:38][N:39]=[C:24]([CH2:25][C:26]4[CH:31]=[CH:30][C:29]([C:32]([F:33])([F:34])[F:35])=[CH:28][CH:27]=4)[C:3]=3[C:4]2=[O:23])[CH:17]=[CH:16][CH:15]=1. The yield is 0.320.